From a dataset of Catalyst prediction with 721,799 reactions and 888 catalyst types from USPTO. Predict which catalyst facilitates the given reaction. (1) Reactant: Cl[C:2]1[N:3]=[CH:4][C:5]2[N:11]([CH3:12])[C:10](=[O:13])[CH2:9][CH2:8][N:7]([CH:14]3[CH2:18][CH2:17][CH2:16][CH2:15]3)[C:6]=2[N:19]=1.Cl.[NH2:21][C:22]1[CH:30]=[CH:29][C:25]([C:26]([OH:28])=[O:27])=[CH:24][C:23]=1[O:31][CH3:32]. Product: [CH:14]1([N:7]2[CH2:8][CH2:9][C:10](=[O:13])[N:11]([CH3:12])[C:5]3[CH:4]=[N:3][C:2]([NH:21][C:22]4[CH:30]=[CH:29][C:25]([C:26]([OH:28])=[O:27])=[CH:24][C:23]=4[O:31][CH3:32])=[N:19][C:6]2=3)[CH2:18][CH2:17][CH2:16][CH2:15]1. The catalyst class is: 40. (2) Reactant: [Br:1][C:2]1[CH:3]=[C:4]([N:10]2[CH2:15][CH2:14]S[CH2:12][CH2:11]2)[CH:5]=[C:6]([O:8][CH3:9])[CH:7]=1.C1C=C(Cl)C=C(C(OO)=O)C=1.[S:27](S([O-])=O)([O-:30])(=O)=[O:28].[Na+].[Na+]. Product: [Br:1][C:2]1[CH:3]=[C:4]([N:10]2[CH2:11][CH2:12][S:27](=[O:30])(=[O:28])[CH2:14][CH2:15]2)[CH:5]=[C:6]([O:8][CH3:9])[CH:7]=1. The catalyst class is: 61. (3) Reactant: [C:1]1([NH:11][C:12]([C:14]2[CH:19]=[CH:18][CH:17]=[CH:16][C:15]=2[N+:20]([O-])=O)=[O:13])[C:10]2[C:5](=[CH:6][CH:7]=[CH:8][CH:9]=2)[CH:4]=[CH:3][CH:2]=1. The catalyst class is: 29. Product: [NH2:20][C:15]1[CH:16]=[CH:17][CH:18]=[CH:19][C:14]=1[C:12]([NH:11][C:1]1[C:10]2[C:5](=[CH:6][CH:7]=[CH:8][CH:9]=2)[CH:4]=[CH:3][CH:2]=1)=[O:13]. (4) Product: [Cl:36][C:31]1[C:30]([CH3:37])=[N:29][C:28]2[N:33]([N:34]=[C:26]3[CH2:25][N:24]([C:22]([C:17]4[CH:18]=[CH:19][CH:20]=[CH:21][C:16]=4[O:15][CH:12]4[CH2:13][CH2:14][NH:9][CH2:10][CH2:11]4)=[O:23])[CH2:38][C:27]3=2)[C:32]=1[CH3:35]. The catalyst class is: 12. Reactant: Cl.C(OC([N:9]1[CH2:14][CH2:13][CH:12]([O:15][C:16]2[CH:21]=[CH:20][CH:19]=[CH:18][C:17]=2[C:22]([N:24]2[CH2:38][C:27]3=[C:28]4[N:33]([N:34]=[C:26]3[CH2:25]2)[C:32]([CH3:35])=[C:31]([Cl:36])[C:30]([CH3:37])=[N:29]4)=[O:23])[CH2:11][CH2:10]1)=O)(C)(C)C.